Dataset: Full USPTO retrosynthesis dataset with 1.9M reactions from patents (1976-2016). Task: Predict the reactants needed to synthesize the given product. (1) Given the product [CH2:1]([O:8][C:9]1[CH:24]=[CH:23][CH:22]=[CH:21][C:10]=1[C:11](=[N:26][NH2:27])[C:13]1[CH:18]=[CH:17][CH:16]=[CH:15][C:14]=1[O:19][CH3:20])[C:2]1[CH:7]=[CH:6][CH:5]=[CH:4][CH:3]=1, predict the reactants needed to synthesize it. The reactants are: [CH2:1]([O:8][C:9]1[CH:24]=[CH:23][CH:22]=[CH:21][C:10]=1[C:11]([C:13]1[CH:18]=[CH:17][CH:16]=[CH:15][C:14]=1[O:19][CH3:20])=O)[C:2]1[CH:7]=[CH:6][CH:5]=[CH:4][CH:3]=1.O.[NH2:26][NH2:27].O. (2) Given the product [CH3:1][C:2]1([CH3:19])[CH2:11][C:6]2([O:10][CH2:9][CH2:8][O:7]2)[CH2:5][CH:4]([C:12]([O:14][CH2:15][CH2:16][CH2:17][CH3:18])=[O:13])[O:3]1, predict the reactants needed to synthesize it. The reactants are: [CH3:1][C:2]1([CH3:19])[CH2:11][C:6]2([O:10][CH2:9][CH2:8][O:7]2)[CH:5]=[C:4]([C:12]([O:14][CH2:15][CH2:16][CH2:17][CH3:18])=[O:13])[O:3]1.C(OCC)(=O)C.